Dataset: Forward reaction prediction with 1.9M reactions from USPTO patents (1976-2016). Task: Predict the product of the given reaction. (1) Given the reactants [NH2:1][C@@H:2]1[CH2:7][CH2:6][CH2:5][N:4](C(OC(C)(C)C)=O)[CH2:3]1.[Cl:15][C:16]1[CH:17]=[C:18]2[C:22](=[CH:23][CH:24]=1)[NH:21][C:20]([C:25](O)=[O:26])=[C:19]2[CH3:28].N, predict the reaction product. The product is: [Cl:15][C:16]1[CH:17]=[C:18]2[C:22](=[CH:23][CH:24]=1)[NH:21][C:20]([C:25]([NH:1][C@@H:2]1[CH2:7][CH2:6][CH2:5][NH:4][CH2:3]1)=[O:26])=[C:19]2[CH3:28]. (2) Given the reactants [Cl:1][C:2]1[CH:28]=[CH:27][C:5]([CH2:6][NH:7][C:8]([C:10]2[C:11](=[O:26])[C:12]3[CH:20]=[C:19]([C:21]#[C:22][CH2:23][CH2:24][OH:25])[S:18][C:13]=3[N:14]([CH2:16][CH3:17])[CH:15]=2)=[O:9])=[CH:4][CH:3]=1, predict the reaction product. The product is: [Cl:1][C:2]1[CH:3]=[CH:4][C:5]([CH2:6][NH:7][C:8]([C:10]2[C:11](=[O:26])[C:12]3[CH:20]=[C:19]([CH2:21][CH2:22][CH2:23][CH2:24][OH:25])[S:18][C:13]=3[N:14]([CH2:16][CH3:17])[CH:15]=2)=[O:9])=[CH:27][CH:28]=1. (3) Given the reactants C1N=C(N)C2N=CN([C@@H:10]3O[C@H:13](COP(OP(O[CH2:10][C@H:11]4O[C@@H](N5C=[C:12]([C:13](N)=O)[CH2:11][CH:10]=C5)[C@H:13](O)[C@@H:12]4O)(O)=O)(O)=O)[C@@H:12](O)[C@H:11]3OP(O)(O)=O)C=2N=1.[CH:49]1C=[N+]([C@@H]2O[C@H](COP(OP(OC[C@H]3O[C@@H](N4C5N=CN=C(N)C=5N=C4)[C@H](OP(O)(O)=O)[C@@H]3O)(O)=O)(O)=O)[C@@H](O)[C@H]2O)C=C(C(N)=O)C=1.O=C[C@@H]([C@H]([C@@H]([C@@H](CO)O)O)O)O.CC1C=C(NC2N=C(C(F)(F)F)C=CN=2)C=C(C2SC=NC=2)C=1.[OH-:132].[Na+].Cl.[Cl-].[Na+].S(=O)(O)[O-].[Na+].[C:142](=[O:145])([O-])[O-:143].[K+].[K+].[CH3:148][C:149](OC)([CH3:151])[CH3:150], predict the reaction product. The product is: [CH3:148][C:149]1([CH3:151])[CH2:13][C:12](=[O:132])[CH2:11][CH2:10][C@@H:150]1[C:142]([O:143][CH3:49])=[O:145]. (4) The product is: [C:1]([C:4]1[CH:5]=[C:6]([NH2:13])[CH:7]=[C:8]2[C:12]=1[NH:11][CH:10]=[CH:9]2)(=[O:3])[CH3:2]. Given the reactants [C:1]([C:4]1[CH:5]=[C:6]([N+:13]([O-])=O)[CH:7]=[C:8]2[C:12]=1[NH:11][CH:10]=[CH:9]2)(=[O:3])[CH3:2], predict the reaction product. (5) Given the reactants [H-].[H-].[H-].[H-].[Li+].[Al+3].[OH:7][C:8]([C:12]1[CH:17]=[CH:16][CH:15]=[CH:14][N:13]=1)([CH3:11])[C:9]#[N:10], predict the reaction product. The product is: [NH2:10][CH2:9][C:8]([C:12]1[CH:17]=[CH:16][CH:15]=[CH:14][N:13]=1)([OH:7])[CH3:11]. (6) The product is: [CH3:1][O:2][C:3](=[O:14])[C:4]1[CH:5]=[C:6]([CH2:7][OH:8])[CH:10]=[C:11]([Cl:13])[CH:12]=1. Given the reactants [CH3:1][O:2][C:3](=[O:14])[C:4]1[CH:12]=[C:11]([Cl:13])[CH:10]=[C:6]([C:7](O)=[O:8])[CH:5]=1, predict the reaction product. (7) Given the reactants [CH3:1]C(C)([O-])C.[K+].[O:7]1[C:11]2([CH2:16][CH2:15][C:14](=O)[CH2:13][CH2:12]2)[O:10][CH2:9][CH2:8]1.O, predict the reaction product. The product is: [CH2:1]=[C:14]1[CH2:15][CH2:16][C:11]2([O:10][CH2:9][CH2:8][O:7]2)[CH2:12][CH2:13]1. (8) Given the reactants [C:1]([C:9]1[CH:33]=[CH:32][C:12]2[N:13]([CH2:17][CH2:18][O:19][C:20]3[CH:25]=[CH:24][C:23]([CH2:26][CH2:27][C:28]([O:30]C)=[O:29])=[CH:22][CH:21]=3)[C:14](=[O:16])[S:15][C:11]=2[CH:10]=1)(=[O:8])[C:2]1[CH:7]=[CH:6][CH:5]=[CH:4][CH:3]=1, predict the reaction product. The product is: [C:1]([C:9]1[CH:33]=[CH:32][C:12]2[N:13]([CH2:17][CH2:18][O:19][C:20]3[CH:21]=[CH:22][C:23]([CH2:26][CH2:27][C:28]([OH:30])=[O:29])=[CH:24][CH:25]=3)[C:14](=[O:16])[S:15][C:11]=2[CH:10]=1)(=[O:8])[C:2]1[CH:3]=[CH:4][CH:5]=[CH:6][CH:7]=1. (9) Given the reactants [H-].[H-].[H-].[H-].[Li+].[Al+3].[CH3:7][O:8][C:9]1[CH:10]=[C:11]([C:17]2[CH:21]=[C:20]([C:22]([F:25])([F:24])[F:23])O[N:18]=2)[CH:12]=[CH:13][C:14]=1[O:15][CH3:16], predict the reaction product. The product is: [CH3:7][O:8][C:9]1[CH:10]=[C:11]([CH:17]2[CH:21]([CH2:20][C:22]([F:25])([F:24])[F:23])[NH:18]2)[CH:12]=[CH:13][C:14]=1[O:15][CH3:16]. (10) Given the reactants [H-].[Na+].[Si:3]([O:20][CH2:21][CH2:22][O:23][CH2:24][C@H:25]([OH:36])[C:26]([NH:28][C:29]1[CH:34]=[CH:33][C:32]([CH3:35])=[CH:31][N:30]=1)=[O:27])([C:16]([CH3:19])([CH3:18])[CH3:17])([C:10]1[CH:15]=[CH:14][CH:13]=[CH:12][CH:11]=1)[C:4]1[CH:9]=[CH:8][CH:7]=[CH:6][CH:5]=1.Cl[C:38]1[N:43]=[CH:42][N:41]=[C:40]2[N:44]([C:47]3[C:48]([CH3:55])=[C:49]([CH:52]=[CH:53][CH:54]=3)[C:50]#[N:51])[N:45]=[CH:46][C:39]=12.C(O)(=O)CC(CC(O)=O)(C(O)=O)O, predict the reaction product. The product is: [Si:3]([O:20][CH2:21][CH2:22][O:23][CH2:24][C@H:25]([O:36][C:38]1[N:43]=[CH:42][N:41]=[C:40]2[N:44]([C:47]3[CH:54]=[CH:53][CH:52]=[C:49]([C:50]#[N:51])[C:48]=3[CH3:55])[N:45]=[CH:46][C:39]=12)[C:26]([NH:28][C:29]1[CH:34]=[CH:33][C:32]([CH3:35])=[CH:31][N:30]=1)=[O:27])([C:16]([CH3:19])([CH3:18])[CH3:17])([C:10]1[CH:11]=[CH:12][CH:13]=[CH:14][CH:15]=1)[C:4]1[CH:5]=[CH:6][CH:7]=[CH:8][CH:9]=1.